From a dataset of Clinical trial toxicity outcomes and FDA approval status for drugs. Regression/Classification. Given a drug SMILES string, predict its toxicity properties. Task type varies by dataset: regression for continuous values (e.g., LD50, hERG inhibition percentage) or binary classification for toxic/non-toxic outcomes (e.g., AMES mutagenicity, cardiotoxicity, hepatotoxicity). Dataset: clintox. (1) The drug is CCOC(=O)C1=C[C@@H](OC(CC)CC)[C@H](NC(C)=O)[C@@H]([NH3+])C1. The result is 0 (passed clinical trial). (2) The molecule is [NH3+]C12CC3CC(CC(C3)C1)C2. The result is 0 (passed clinical trial). (3) The drug is Cc1ncc(CO)c(CO)c1O. The result is 0 (passed clinical trial). (4) The molecule is CN1C(=O)CC(C)(c2ccccc2)C1=O. The result is 0 (passed clinical trial). (5) The molecule is C/C=C/C(=O)N(CC)c1ccccc1C. The result is 0 (passed clinical trial). (6) The molecule is CC(=O)[C@]1(O)Cc2c([O-])c3c(c([O-])c2[C@@H](O[C@H]2C[C@H]([NH3+])[C@H](O)[C@H](C)O2)C1)C(=O)c1ccccc1C3=O. The result is 0 (passed clinical trial). (7) The drug is Nc1ccn([C@@H]2O[C@H](CO)[C@@H](O)C2(F)F)c(=O)n1. The result is 1 (failed clinical trial for toxicity). (8) The molecule is C[C@]12C[C@H](O)[C@H]3[C@@H](CCC4=CC(=O)CC[C@@]43C)[C@@H]1CC[C@]2(O)C(=O)COC(=O)CCC1CCCC1. The result is 0 (passed clinical trial). (9) The molecule is CCC(c1ccccc1)c1c([O-])c2ccccc2oc1=O. The result is 0 (passed clinical trial). (10) The molecule is CCC1(c2ccccc2)C(=O)NCNC1=O. The result is 0 (passed clinical trial).